This data is from Peptide-MHC class II binding affinity with 134,281 pairs from IEDB. The task is: Regression. Given a peptide amino acid sequence and an MHC pseudo amino acid sequence, predict their binding affinity value. This is MHC class II binding data. (1) The peptide sequence is SCLDGKLCLMKAQPT. The binding affinity (normalized) is 0.779. The MHC is DRB1_0101 with pseudo-sequence DRB1_0101. (2) The peptide sequence is PADKYRTFVATFGAA. The MHC is DRB1_1501 with pseudo-sequence DRB1_1501. The binding affinity (normalized) is 0.496.